This data is from Forward reaction prediction with 1.9M reactions from USPTO patents (1976-2016). The task is: Predict the product of the given reaction. (1) Given the reactants [F:1][C:2]1[CH:41]=[CH:40][C:5]([C:6]([NH:8][C@:9]([C:31]2[CH:39]=[CH:38][C:34]([C:35](F)=[O:36])=[CH:33][CH:32]=2)([C:17]2[CH:22]=[C:21]([O:23][C:24]([F:29])([F:28])[CH:25]([F:27])[F:26])[CH:20]=[C:19]([F:30])[CH:18]=2)[CH2:10][C:11]2[CH:16]=[CH:15][CH:14]=[CH:13][CH:12]=2)=[O:7])=[CH:4][C:3]=1[C:42]([F:45])([F:44])[F:43].[NH3:46], predict the reaction product. The product is: [C:35]([C:34]1[CH:33]=[CH:32][C:31]([C@@:9]([NH:8][C:6](=[O:7])[C:5]2[CH:40]=[CH:41][C:2]([F:1])=[C:3]([C:42]([F:43])([F:45])[F:44])[CH:4]=2)([C:17]2[CH:22]=[C:21]([O:23][C:24]([F:29])([F:28])[CH:25]([F:26])[F:27])[CH:20]=[C:19]([F:30])[CH:18]=2)[CH2:10][C:11]2[CH:16]=[CH:15][CH:14]=[CH:13][CH:12]=2)=[CH:39][CH:38]=1)(=[O:36])[NH2:46]. (2) Given the reactants [C:1]([C:3]1[CH:15]=[CH:14][C:13]2[C:12]3[C:7](=[CH:8][C:9]([C:16]#[CH:17])=[CH:10][CH:11]=3)[C:6]([CH2:28][CH2:29][O:30][CH2:31][CH2:32][O:33][CH2:34][CH2:35][O:36][CH3:37])([CH2:18][CH2:19][O:20][CH2:21][CH2:22][O:23][CH2:24][CH2:25][O:26][CH3:27])[C:5]=2[CH:4]=1)#[CH:2].I[C:39]1[S:43][C:42]([CH:44]=[O:45])=[CH:41][CH:40]=1, predict the reaction product. The product is: [CH3:37][O:36][CH2:35][CH2:34][O:33][CH2:32][CH2:31][O:30][CH2:29][CH2:28][C:6]1([CH2:18][CH2:19][O:20][CH2:21][CH2:22][O:23][CH2:24][CH2:25][O:26][CH3:27])[C:7]2[CH:8]=[C:9]([C:16]#[C:17][C:39]3[S:43][C:42]([CH:44]=[O:45])=[CH:41][CH:40]=3)[CH:10]=[CH:11][C:12]=2[C:13]2[C:5]1=[CH:4][C:3]([C:1]#[C:2][C:39]1[S:43][C:42]([CH:44]=[O:45])=[CH:41][CH:40]=1)=[CH:15][CH:14]=2. (3) The product is: [Cl:24][C:16]1[C:17]([Cl:23])=[CH:18][C:19]2[C:20]3[CH2:21][CH2:22][NH:9][CH2:10][CH2:11][C:12]=3[NH:13][C:14]=2[CH:15]=1. Given the reactants C([N:9]1[CH2:22][CH2:21][C:20]2[C:19]3[CH:18]=[C:17]([Cl:23])[C:16]([Cl:24])=[CH:15][C:14]=3[NH:13][C:12]=2[CH2:11][CH2:10]1)(=O)C1C=CC=CC=1.[OH-].[K+].C(O)CO, predict the reaction product. (4) Given the reactants C(#N)C1C(=CC=CC=1)C#N.[Cl-:11].[Al+3:12].[Cl-].[Cl-].[CH:15]1[CH:16]=[CH:17][C:18]2[C:19](=[C:21]3[N:53]=[C:52]4[N:54]=[C:45]([C:46]5[CH:47]=[CH:48][CH:49]=[CH:50][C:51]=54)[N:44]=[C:42]4[NH:43][C:35]([C:36]5[CH:37]=[CH:38][CH:39]=[CH:40][C:41]=54)=[N:34][C:32]4=[N:33][C:25]([C:26]5[CH:27]=[CH:28][CH:29]=[CH:30][C:31]=54)=[N:24][C:23]=2[NH:22]3)[CH:20]=1, predict the reaction product. The product is: [CH:16]1[CH:17]=[C:18]2[C:23]3[N-:22][C:21]([C:19]2=[CH:20][CH:15]=1)=[N:53][C:52]1=[N:54][C:45]([C:46]2[C:51]1=[CH:50][CH:49]=[CH:48][CH:47]=2)=[N:44][C:42]1=[N:43][C:35]([C:36]2[C:41]1=[CH:40][CH:39]=[CH:38][CH:37]=2)=[N:34][C:32]1[N-:33][C:25](=[C:26]2[C:31]=1[CH:30]=[CH:29][CH:28]=[CH:27]2)[N:24]=3.[Al+3:12].[Cl-:11]. (5) Given the reactants [OH:1]OS([O-])=O.[K+].[CH2:7]([S:9][C:10]1[C:11]2[N:12]([CH:19]=[C:20]([C:22]3[CH:23]=[N:24][C:25]([O:28][CH3:29])=[CH:26][CH:27]=3)[CH:21]=2)[N:13]=[CH:14][C:15]=1[C:16]([NH2:18])=[O:17])[CH3:8], predict the reaction product. The product is: [CH2:7]([S:9]([C:10]1[C:11]2[N:12]([CH:19]=[C:20]([C:22]3[CH:23]=[N:24][C:25]([O:28][CH3:29])=[CH:26][CH:27]=3)[CH:21]=2)[N:13]=[CH:14][C:15]=1[C:16]([NH2:18])=[O:17])=[O:1])[CH3:8]. (6) Given the reactants [OH-].[Na+].[CH3:3][O:4][C:5]1[CH:6]=[C:7]([CH2:13][CH2:14][O:15][C:16]2[N:21]=[C:20]([C:22]3[CH:23]=[C:24]([CH:30]=[CH:31][CH:32]=3)[C:25]([O:27]CC)=[O:26])[CH:19]=[CH:18][N:17]=2)[CH:8]=[CH:9][C:10]=1[O:11][CH3:12], predict the reaction product. The product is: [CH3:3][O:4][C:5]1[CH:6]=[C:7]([CH2:13][CH2:14][O:15][C:16]2[N:21]=[C:20]([C:22]3[CH:23]=[C:24]([CH:30]=[CH:31][CH:32]=3)[C:25]([OH:27])=[O:26])[CH:19]=[CH:18][N:17]=2)[CH:8]=[CH:9][C:10]=1[O:11][CH3:12]. (7) Given the reactants C(OC(=O)[NH:10][CH2:11][CH2:12][C:13]1[CH:17]=[CH:16][N:15]([CH:18]2[CH2:23][CH2:22][CH2:21][CH2:20][O:19]2)[N:14]=1)C1C=CC=CC=1.[H][H], predict the reaction product. The product is: [O:19]1[CH2:20][CH2:21][CH2:22][CH2:23][CH:18]1[N:15]1[CH:16]=[CH:17][C:13]([CH2:12][CH2:11][NH2:10])=[N:14]1. (8) Given the reactants [CH:1]([S:4]([C:7]1[CH:12]=[CH:11][C:10]([C:13]2[N:14]=[C:15]3[C:21]([NH2:22])=[CH:20][N:19]([C:23]([C:36]4[CH:41]=[CH:40][CH:39]=[CH:38][CH:37]=4)([C:30]4[CH:35]=[CH:34][CH:33]=[CH:32][CH:31]=4)[C:24]4[CH:29]=[CH:28][CH:27]=[CH:26][CH:25]=4)[C:16]3=[N:17][CH:18]=2)=[CH:9][CH:8]=1)(=[O:6])=[O:5])([CH3:3])[CH3:2].C[Al](C)C.CCCCCCC.[Si:53]([O:60][CH2:61][CH2:62][CH:63]1[C:71]2[C:66](=[CH:67][CH:68]=[CH:69][CH:70]=2)[C:65](=O)[O:64]1)([C:56]([CH3:59])([CH3:58])[CH3:57])([CH3:55])[CH3:54].C1C=CC(P(C2C=CC=CC=2)C2C=CC=CC=2)=CC=1.CCOC(/N=N/C(OCC)=O)=O, predict the reaction product. The product is: [Si:53]([O:60][CH2:61][CH2:62][CH:63]1[C:71]2[C:66](=[CH:67][CH:68]=[CH:69][CH:70]=2)[C:65](=[O:64])[N:22]1[C:21]1[C:15]2[C:16](=[N:17][CH:18]=[C:13]([C:10]3[CH:9]=[CH:8][C:7]([S:4]([CH:1]([CH3:3])[CH3:2])(=[O:6])=[O:5])=[CH:12][CH:11]=3)[N:14]=2)[N:19]([C:23]([C:36]2[CH:41]=[CH:40][CH:39]=[CH:38][CH:37]=2)([C:30]2[CH:31]=[CH:32][CH:33]=[CH:34][CH:35]=2)[C:24]2[CH:29]=[CH:28][CH:27]=[CH:26][CH:25]=2)[CH:20]=1)([C:56]([CH3:59])([CH3:58])[CH3:57])([CH3:55])[CH3:54].